Dataset: Full USPTO retrosynthesis dataset with 1.9M reactions from patents (1976-2016). Task: Predict the reactants needed to synthesize the given product. (1) Given the product [NH2:1][C:2]1[C:10]([Br:12])=[CH:9][C:8]([CH3:11])=[CH:7][C:3]=1[C:4]([OH:6])=[O:5], predict the reactants needed to synthesize it. The reactants are: [NH2:1][C:2]1[CH:10]=[CH:9][C:8]([CH3:11])=[CH:7][C:3]=1[C:4]([OH:6])=[O:5].[Br:12]Br. (2) Given the product [CH3:24][C:16]1[N:15]([CH2:14][C:11]2[CH:12]=[CH:13][C:8]([C:3]3[CH:4]=[CH:5][CH:6]=[CH:7][C:2]=3[N:29]3[CH2:30][CH2:31][N:26]([CH3:25])[CH2:27][CH2:28]3)=[CH:9][CH:10]=2)[C:19]2[CH:20]=[CH:21][CH:22]=[CH:23][C:18]=2[N:17]=1, predict the reactants needed to synthesize it. The reactants are: Br[C:2]1[CH:7]=[CH:6][CH:5]=[CH:4][C:3]=1[C:8]1[CH:13]=[CH:12][C:11]([CH2:14][N:15]2[C:19]3[CH:20]=[CH:21][CH:22]=[CH:23][C:18]=3[N:17]=[C:16]2[CH3:24])=[CH:10][CH:9]=1.[CH3:25][N:26]1[CH2:31][CH2:30][NH:29][CH2:28][CH2:27]1.C1(P(C2C=CC=CC=2)C2C=CC3C(=CC=CC=3)C=2C2C3C(=CC=CC=3)C=CC=2P(C2C=CC=CC=2)C2C=CC=CC=2)C=CC=CC=1.CC(C)([O-])C.[Na+]. (3) Given the product [NH2:7][C:8]1[N:9]=[C:10]([CH3:33])[C:11]([CH2:15][NH:16][C:17]([C:19]2[CH:20]=[N:21][N:22]([CH2:24][C:25]3[CH:26]=[CH:27][C:28]([CH2:31][OH:32])=[CH:29][CH:30]=3)[CH:23]=2)=[O:18])=[C:12]([CH3:14])[CH:13]=1, predict the reactants needed to synthesize it. The reactants are: C(OC(=O)[NH:7][C:8]1[CH:13]=[C:12]([CH3:14])[C:11]([CH2:15][NH:16][C:17]([C:19]2[CH:20]=[N:21][N:22]([CH2:24][C:25]3[CH:30]=[CH:29][C:28]([CH2:31][OH:32])=[CH:27][CH:26]=3)[CH:23]=2)=[O:18])=[C:10]([CH3:33])[N:9]=1)(C)(C)C.C(O)(C(F)(F)F)=O.